From a dataset of Full USPTO retrosynthesis dataset with 1.9M reactions from patents (1976-2016). Predict the reactants needed to synthesize the given product. (1) Given the product [CH3:17][CH:8]([C:5]1[CH:6]=[CH:7][C:2]([C:45]2[CH:46]=[C:47]3[C:51](=[CH:52][CH:53]=2)[NH:50][C:49](=[O:54])[CH2:48]3)=[CH:3][CH:4]=1)[CH2:9][NH:10][S:11]([CH:14]([CH3:16])[CH3:15])(=[O:13])=[O:12], predict the reactants needed to synthesize it. The reactants are: Br[C:2]1[CH:7]=[CH:6][C:5]([CH:8]([CH3:17])[CH2:9][NH:10][S:11]([CH:14]([CH3:16])[CH3:15])(=[O:13])=[O:12])=[CH:4][CH:3]=1.B1(B2OC(C)(C)C(C)(C)O2)OC(C)(C)C(C)(C)O1.C(Cl)Cl.C([O-])(=O)C.[K+].Br[C:45]1[CH:46]=[C:47]2[C:51](=[CH:52][CH:53]=1)[NH:50][C:49](=[O:54])[CH2:48]2.C([O-])([O-])=O.[Na+].[Na+]. (2) Given the product [CH3:1][O:2][C:3]1[CH:8]=[CH:7][C:6]([NH2:9])=[CH:5][C:4]=1[CH3:12], predict the reactants needed to synthesize it. The reactants are: [CH3:1][O:2][C:3]1[CH:8]=[CH:7][C:6]([N+:9]([O-])=O)=[CH:5][C:4]=1[CH3:12].[H][H]. (3) Given the product [NH2:2][C:3]1[S:4][CH:5]=[C:6]([C:8]([NH:35][CH:36]2[CH2:41][CH2:40][N:39]([CH3:42])[CH2:38][CH2:37]2)=[O:10])[N:7]=1, predict the reactants needed to synthesize it. The reactants are: Br.[NH2:2][C:3]1[S:4][CH:5]=[C:6]([C:8]([OH:10])=O)[N:7]=1.CN(C(ON1N=NC2C=CC=NC1=2)=[N+](C)C)C.F[P-](F)(F)(F)(F)F.[NH2:35][CH:36]1[CH2:41][CH2:40][N:39]([CH3:42])[CH2:38][CH2:37]1.CCN(C(C)C)C(C)C.